Dataset: Reaction yield outcomes from USPTO patents with 853,638 reactions. Task: Predict the reaction yield, written as a fraction of the theoretical maximum amount of product (1.0 means a 100% yield; for example, 0.34 means a 34% yield). (1) The reactants are [I-:1].N[S+]([CH:6]1[CH2:11][CH2:10][N:9]([C:12]([O:14][C:15]([CH3:18])([CH3:17])[CH3:16])=[O:13])[CH2:8][CH:7]1[OH:19])(=C)C.[C:20](=O)([O-])[O-].[NH4+:24].[NH4+:25]. The catalyst is CO. The product is [I-:1].[C:20]([CH:6]1[CH2:11][CH2:10][N:9]([C:12]([O:14][C:15]([CH3:18])([CH3:17])[CH3:16])=[O:13])[CH2:8][CH:7]1[OH:19])(=[NH:25])[NH2:24]. The yield is 0.950. (2) The reactants are Cl.FC1C=CC2NC3C=CC(C)=CC=3C(N)=NC=2C=1.[F:20][C:21]1[CH:26]=[CH:25][C:24]([NH:27][C:28]2[CH:35]=[CH:34][C:33]([CH:36]([CH3:38])[CH3:37])=[CH:32][C:29]=2[C:30]#[N:31])=[C:23]([N+:39]([O-])=O)[CH:22]=1.[Sn](Cl)[Cl:43]. No catalyst specified. The product is [ClH:43].[F:20][C:21]1[CH:26]=[CH:25][C:24]2[NH:27][C:28]3[CH:35]=[CH:34][C:33]([CH:36]([CH3:38])[CH3:37])=[CH:32][C:29]=3[C:30]([NH2:31])=[N:39][C:23]=2[CH:22]=1. The yield is 0.740. (3) The reactants are [OH:1][CH2:2][C:3]1([CH2:7][O:8][C@H:9]2[CH2:14][CH2:13][C@H:12]([N:15]3[C:20](=[O:21])[C:19]([CH2:22][C:23]4[CH:28]=[CH:27][C:26]([C:29]5[C:30]([C:35]#[N:36])=[CH:31][CH:32]=[CH:33][CH:34]=5)=[CH:25][CH:24]=4)=[C:18]([CH2:37][CH2:38][CH3:39])[N:17]4[N:40]=[CH:41][N:42]=[C:16]34)[CH2:11][CH2:10]2)[CH2:6][CH2:5][CH2:4]1.N1C(C)=CC=CC=1C.O1CCCC1.FC(F)(F)S(O[Si:62]([C:65]([CH3:68])([CH3:67])[CH3:66])([CH3:64])[CH3:63])(=O)=O. The catalyst is C(OCC)(=O)C. The product is [Si:62]([O:1][CH2:2][C:3]1([CH2:7][O:8][C@H:9]2[CH2:14][CH2:13][C@H:12]([N:15]3[C:20](=[O:21])[C:19]([CH2:22][C:23]4[CH:24]=[CH:25][C:26]([C:29]5[C:30]([C:35]#[N:36])=[CH:31][CH:32]=[CH:33][CH:34]=5)=[CH:27][CH:28]=4)=[C:18]([CH2:37][CH2:38][CH3:39])[N:17]4[N:40]=[CH:41][N:42]=[C:16]34)[CH2:11][CH2:10]2)[CH2:4][CH2:5][CH2:6]1)([C:65]([CH3:68])([CH3:67])[CH3:66])([CH3:64])[CH3:63]. The yield is 0.860. (4) The reactants are C[O:2][C:3]([C:5]1[C:6]([C:15]2[C:23]3[C:18](=[CH:19][C:20]([F:24])=[CH:21][CH:22]=3)[NH:17][CH:16]=2)=[CH:7][C:8]2[O:12][C:11]([CH3:13])=[N:10][C:9]=2[CH:14]=1)=O.[H-].C([Al+]CC(C)C)C(C)C. The catalyst is C1COCC1. The product is [F:24][C:20]1[CH:19]=[C:18]2[C:23]([C:15]([C:6]3[C:5]([CH2:3][OH:2])=[CH:14][C:9]4[N:10]=[C:11]([CH3:13])[O:12][C:8]=4[CH:7]=3)=[CH:16][NH:17]2)=[CH:22][CH:21]=1. The yield is 0.110. (5) The product is [CH3:62][O:61][C:60]([NH:59][C@H:55]([C:54]([N:50]1[CH2:51][CH2:52][CH2:53][C@@H:49]1[C:47]1[NH:48][C:44]([C:9]2[CH:10]=[CH:11][C:12]3[C:41]4[C:17](=[C:18]5[C:38](=[CH:39][CH:40]=4)[C:22]4[N:23]=[C:24]([C@@H:26]6[CH2:30][CH2:29][CH2:28][N:27]6[C:31]([O:33][C:34]([CH3:37])([CH3:36])[CH3:35])=[O:32])[NH:25][C:21]=4[CH:20]=[CH:19]5)[O:16][CH2:15][C:13]=3[CH:14]=2)=[CH:45][N:46]=1)=[O:64])[CH:56]([CH3:58])[CH3:57])=[O:63]. The reactants are CC1(C)C(C)(C)OB([C:9]2[CH:10]=[CH:11][C:12]3[C:41]4[C:17](=[C:18]5[C:38](=[CH:39][CH:40]=4)[C:22]4[N:23]=[C:24]([C@@H:26]6[CH2:30][CH2:29][CH2:28][N:27]6[C:31]([O:33][C:34]([CH3:37])([CH3:36])[CH3:35])=[O:32])[NH:25][C:21]=4[CH:20]=[CH:19]5)[O:16][CH2:15][C:13]=3[CH:14]=2)O1.Br[C:44]1[NH:48][C:47]([C@@H:49]2[CH2:53][CH2:52][CH2:51][N:50]2[C:54](=[O:64])[C@@H:55]([NH:59][C:60](=[O:63])[O:61][CH3:62])[CH:56]([CH3:58])[CH3:57])=[N:46][CH:45]=1.C(=O)([O-])[O-].[K+].[K+].C(COC)OC. The yield is 0.460. The catalyst is C1C=CC([P]([Pd]([P](C2C=CC=CC=2)(C2C=CC=CC=2)C2C=CC=CC=2)([P](C2C=CC=CC=2)(C2C=CC=CC=2)C2C=CC=CC=2)[P](C2C=CC=CC=2)(C2C=CC=CC=2)C2C=CC=CC=2)(C2C=CC=CC=2)C2C=CC=CC=2)=CC=1.C1C=CC(P(C2C=CC=CC=2)[C-]2C=CC=C2)=CC=1.C1C=CC(P(C2C=CC=CC=2)[C-]2C=CC=C2)=CC=1.Cl[Pd]Cl.[Fe+2].CN(C)C=O. (6) The yield is 0.570. The product is [Si:20]([O:8][CH2:7][C:2]1[CH:3]=[CH:4][CH:5]=[CH:6][C:1]=1[CH2:9][OH:10])([C:23]([CH3:26])([CH3:25])[CH3:24])([CH3:22])[CH3:21]. The reactants are [C:1]1([CH2:9][OH:10])[C:2]([CH2:7][OH:8])=[CH:3][CH:4]=[CH:5][CH:6]=1.C(N(CC)C(C)C)(C)C.[Si:20](Cl)([C:23]([CH3:26])([CH3:25])[CH3:24])([CH3:22])[CH3:21]. The catalyst is ClCCl.C(OCC)C. (7) The reactants are [O:1]1[CH2:6][CH2:5][CH:4]([C:7]2[S:8][CH:9]=[C:10]([CH2:12][OH:13])[N:11]=2)[CH2:3][CH2:2]1.N1C=CN=C1.[C:19]([Si:23](Cl)([CH3:25])[CH3:24])([CH3:22])([CH3:21])[CH3:20]. The catalyst is ClCCl. The product is [Si:23]([O:13][CH2:12][C:10]1[N:11]=[C:7]([CH:4]2[CH2:3][CH2:2][O:1][CH2:6][CH2:5]2)[S:8][CH:9]=1)([C:19]([CH3:22])([CH3:21])[CH3:20])([CH3:25])[CH3:24]. The yield is 0.860. (8) The reactants are COC(C1C=C(O)C2C(=C(OCC3C=CC=CC=3)C=C(C#CCOCC3C=CC=CC=3)C=2)N=1)=O.[CH3:35][O:36][C:37]([C:39]1[CH:48]=[C:47]([C:49]#[C:50][CH2:51][CH2:52][CH2:53][O:54]CC2C=CC=CC=2)[C:46]2[C:41](=[C:42]([O:62][CH2:63][C:64]3[CH:69]=[CH:68][CH:67]=[CH:66][CH:65]=3)[CH:43]=[CH:44][CH:45]=2)[N:40]=1)=[O:38]. No catalyst specified. The product is [CH3:35][O:36][C:37]([C:39]1[CH:48]=[C:47]([CH2:49][CH2:50][CH2:51][CH2:52][CH2:53][OH:54])[C:46]2[C:41](=[C:42]([O:62][CH2:63][C:64]3[CH:65]=[CH:66][CH:67]=[CH:68][CH:69]=3)[CH:43]=[CH:44][CH:45]=2)[N:40]=1)=[O:38]. The yield is 0.970.